Dataset: Catalyst prediction with 721,799 reactions and 888 catalyst types from USPTO. Task: Predict which catalyst facilitates the given reaction. Reactant: [C:1]([O:5][C:6]([NH:8][C:9]1[C:10]([C:15](OC)=[O:16])=[N:11][CH:12]=[CH:13][CH:14]=1)=[O:7])([CH3:4])([CH3:3])[CH3:2].[C:19]([O:23][C:24]([NH:26][C:27]1[N:36]=[CH:35][CH:34]=[CH:33][C:28]=1[C:29](OC)=[O:30])=[O:25])([CH3:22])([CH3:21])[CH3:20].C1COCC1.CO.[BH4-].[Na+]. Product: [OH:16][CH2:15][C:10]1[C:9]([NH:8][C:6](=[O:7])[O:5][C:1]([CH3:3])([CH3:2])[CH3:4])=[CH:14][CH:13]=[CH:12][N:11]=1.[OH:30][CH2:29][C:28]1[C:27]([NH:26][C:24](=[O:25])[O:23][C:19]([CH3:21])([CH3:20])[CH3:22])=[N:36][CH:35]=[CH:34][CH:33]=1. The catalyst class is: 25.